From a dataset of Reaction yield outcomes from USPTO patents with 853,638 reactions. Predict the reaction yield, written as a fraction of the theoretical maximum amount of product (1.0 means a 100% yield; for example, 0.34 means a 34% yield). (1) The reactants are [Cl:1][C:2]1[NH:3][CH:4]=[C:5]([N+:7]([O-:9])=[O:8])[N:6]=1.[CH3:10][N:11]([CH2:23][C:24]1([CH3:27])[CH2:26][O:25]1)[C:12](=[O:22])[O:13][CH2:14][C:15]1[CH:20]=[CH:19][C:18]([F:21])=[CH:17][CH:16]=1.C([O-])(=O)C.[Na+]. The catalyst is C(O)C. The product is [Cl:1][C:2]1[N:3]([CH2:27][C:24]([OH:25])([CH3:26])[CH2:23][N:11]([CH3:10])[C:12](=[O:22])[O:13][CH2:14][C:15]2[CH:16]=[CH:17][C:18]([F:21])=[CH:19][CH:20]=2)[CH:4]=[C:5]([N+:7]([O-:9])=[O:8])[N:6]=1. The yield is 0.650. (2) The reactants are [C:1]1([S:11]([NH2:14])(=[O:13])=[O:12])[C:2]([S:7]([NH2:10])(=[O:9])=[O:8])=[CH:3][CH:4]=[CH:5][CH:6]=1.[Br:15][C:16]1[CH:24]=[CH:23][C:19]([C:20](O)=[O:21])=[C:18]([F:25])[CH:17]=1.Cl.CN(C)CCCN=C=NCC.O. The catalyst is CN(C)C1C=CN=CC=1.CN(C)C=O. The product is [Br:15][C:16]1[CH:24]=[CH:23][C:19]([C:20]([NH:10][S:7]([C:2]2[CH:3]=[CH:4][CH:5]=[CH:6][C:1]=2[S:11](=[O:13])(=[O:12])[NH2:14])(=[O:9])=[O:8])=[O:21])=[C:18]([F:25])[CH:17]=1. The yield is 0.910. (3) The reactants are [N+](C1C=CC(C2[S:14]C(CCC(OC)=O)=NC=2)=CC=1)([O-])=O.[CH3:21][C:22]([CH3:44])([CH2:27][CH2:28][C:29]([NH:31][CH2:32][C:33]([C:35]1[CH:40]=[CH:39][C:38]([N+:41]([O-:43])=[O:42])=[CH:37][CH:36]=1)=O)=O)[C:23]([O:25][CH3:26])=[O:24].COC1C=CC(P2(SP(C3C=CC(OC)=CC=3)(=S)S2)=S)=CC=1. No catalyst specified. The product is [CH3:21][C:22]([CH3:44])([CH2:27][CH2:28][C:29]1[S:14][C:33]([C:35]2[CH:40]=[CH:39][C:38]([N+:41]([O-:43])=[O:42])=[CH:37][CH:36]=2)=[CH:32][N:31]=1)[C:23]([O:25][CH3:26])=[O:24]. The yield is 0.770. (4) The reactants are [Br:1][C:2]1[N:3]=[C:4]([C:12]#[C:13][Si](C)(C)C)[C:5]([NH:8]C(=O)C)=[N:6][CH:7]=1.[F-].C([N+](CCCC)(CCCC)CCCC)CCC. The catalyst is C1COCC1. The product is [Br:1][C:2]1[N:3]=[C:4]2[CH:12]=[CH:13][NH:8][C:5]2=[N:6][CH:7]=1. The yield is 0.430. (5) The reactants are Br[C:2]1[CH:3]=[C:4]2[C:8](=[CH:9][CH:10]=1)[NH:7][CH:6]=[C:5]2[CH3:11].[Cu][C:13]#[N:14]. The catalyst is CCOC(C)=O. The product is [CH3:11][C:5]1[C:4]2[C:8](=[CH:9][CH:10]=[C:2]([C:13]#[N:14])[CH:3]=2)[NH:7][CH:6]=1. The yield is 0.811. (6) The reactants are [NH2:1][C:2]1[CH:3]=[C:4]([CH:9]=[CH:10][CH:11]=1)[C:5]([NH:7][CH3:8])=[O:6].Br[CH:13]([C:19]1[CH:24]=[CH:23][CH:22]=[CH:21][CH:20]=1)[C:14]([O:16][CH2:17][CH3:18])=[O:15].CCN(C(C)C)C(C)C. The catalyst is C(#N)C. The product is [CH3:8][NH:7][C:5]([C:4]1[CH:3]=[C:2]([NH:1][CH:13]([C:19]2[CH:24]=[CH:23][CH:22]=[CH:21][CH:20]=2)[C:14]([O:16][CH2:17][CH3:18])=[O:15])[CH:11]=[CH:10][CH:9]=1)=[O:6]. The yield is 0.920.